Dataset: Catalyst prediction with 721,799 reactions and 888 catalyst types from USPTO. Task: Predict which catalyst facilitates the given reaction. (1) Reactant: Br[C:2]1[C:7]2[N:8]=[C:9]([C:11]3[C:18]([Cl:19])=[CH:17][C:14]([C:15]#[N:16])=[CH:13][C:12]=3[Cl:20])[NH:10][C:6]=2[CH:5]=[CH:4][N:3]=1.[CH:21]1([C:24]([NH2:26])=[O:25])[CH2:23][CH2:22]1.CC1(C)C2C(=C(P(C3C=CC=CC=3)C3C=CC=CC=3)C=CC=2)OC2C(P(C3C=CC=CC=3)C3C=CC=CC=3)=CC=CC1=2.C([O-])([O-])=O.[Cs+].[Cs+]. Product: [Cl:20][C:12]1[CH:13]=[C:14]([C:15]#[N:16])[CH:17]=[C:18]([Cl:19])[C:11]=1[C:9]1[NH:8][C:7]2[C:2]([NH:26][C:24]([CH:21]3[CH2:23][CH2:22]3)=[O:25])=[N:3][CH:4]=[CH:5][C:6]=2[N:10]=1. The catalyst class is: 102. (2) Reactant: [C:1]([C:5]1[CH:12]=[CH:11][C:8]([CH2:9]Br)=[CH:7][CH:6]=1)([CH3:4])([CH3:3])[CH3:2].[C-:13]#[N:14].[Na+]. Product: [C:1]([C:5]1[CH:12]=[CH:11][C:8]([CH2:9][C:13]#[N:14])=[CH:7][CH:6]=1)([CH3:4])([CH3:3])[CH3:2]. The catalyst class is: 40. (3) Reactant: [C:1](OC(=O)C)(=[O:3])[CH3:2].N1C=CC=CC=1.[CH2:14]([O:16][C:17](=[O:27])/[CH:18]=[C:19](\[NH2:26])/[CH2:20][C@H:21]([CH3:25])/[CH:22]=[CH:23]/[CH3:24])[CH3:15]. Product: [CH2:14]([O:16][C:17](=[O:27])/[CH:18]=[C:19](\[NH:26][C:1](=[O:3])[CH3:2])/[CH2:20][C@H:21]([CH3:25])/[CH:22]=[CH:23]/[CH3:24])[CH3:15]. The catalyst class is: 6. (4) Reactant: [O:1]1[CH2:5][CH2:4][O:3][CH:2]1[CH2:6][CH:7]([C:9]1[CH:10]=[N:11][C:12]([C:15]([F:18])([F:17])[F:16])=[CH:13][CH:14]=1)O.C1C=CC(OP(OC2C=CC=CC=2)([N:28]=[N+:29]=[N-:30])=O)=CC=1.N12CCCN=C1CCCCC2. Product: [N:28]([CH:7]([C:9]1[CH:14]=[CH:13][C:12]([C:15]([F:18])([F:17])[F:16])=[N:11][CH:10]=1)[CH2:6][CH:2]1[O:3][CH2:4][CH2:5][O:1]1)=[N+:29]=[N-:30]. The catalyst class is: 11. (5) Reactant: [Br:1][C:2]1[C:7]([O:8][CH2:9][CH:10]([NH:15]C(=O)OC(C)(C)C)[CH2:11][CH:12]([CH3:14])[CH3:13])=[CH:6][C:5]2[O:23][CH2:24][C:25]3[C:30]([C:4]=2[CH:3]=1)=[CH:29][CH:28]=[N:27][CH:26]=3.Cl.C(OCC)C. Product: [Br:1][C:2]1[C:7]([O:8][CH2:9][CH:10]([NH2:15])[CH2:11][CH:12]([CH3:14])[CH3:13])=[CH:6][C:5]2[O:23][CH2:24][C:25]3[C:30]([C:4]=2[CH:3]=1)=[CH:29][CH:28]=[N:27][CH:26]=3. The catalyst class is: 4.